This data is from Reaction yield outcomes from USPTO patents with 853,638 reactions. The task is: Predict the reaction yield, written as a fraction of the theoretical maximum amount of product (1.0 means a 100% yield; for example, 0.34 means a 34% yield). (1) The reactants are [Cl:1][C:2]1[CH:7]=[CH:6][C:5]([O:8][C:9]2[CH:16]=[CH:15][C:12]([CH:13]=O)=[CH:11][CH:10]=2)=[CH:4][C:3]=1[CH3:17].[H-].[Na+].[CH2:20]1COCC1. The catalyst is [Br-].C[P+](C1C=CC=CC=1)(C1C=CC=CC=1)C1C=CC=CC=1. The product is [Cl:1][C:2]1[CH:7]=[CH:6][C:5]([O:8][C:9]2[CH:16]=[CH:15][C:12]([CH:13]=[CH2:20])=[CH:11][CH:10]=2)=[CH:4][C:3]=1[CH3:17]. The yield is 0.590. (2) The yield is 0.610. No catalyst specified. The reactants are [CH3:1][O:2][C:3]1[CH:4]=[C:5]2[C:9](=[CH:10][C:11]=1[O:12][CH3:13])[CH2:8][N:7]([C:14]1[C:15]([CH3:34])=[C:16]([CH3:33])[C:17]3[O:21][C:20]([CH3:23])([CH3:22])[CH:19]([C:24]4[CH:29]=[CH:28][C:27]([CH3:30])=[CH:26][CH:25]=4)[C:18]=3[C:31]=1[CH3:32])[CH2:6]2.[CH:35](Cl)(Cl)[Cl:36]. The product is [ClH:36].[CH3:1][O:2][C:3]1[CH:4]=[C:5]2[C:9](=[CH:10][C:11]=1[O:12][CH3:13])[CH2:8][N:7]([C:14]1[C:15]([CH3:34])=[C:16]([CH3:33])[C:17]3[O:21][C:20]([CH3:23])([CH3:22])[CH:19]([C:24]4[CH:25]=[CH:26][C:27]([CH2:30][CH3:35])=[CH:28][CH:29]=4)[C:18]=3[C:31]=1[CH3:32])[CH2:6]2. (3) The catalyst is O1CCCC1.FC1C=C(NC(NC(=O)CC2C=CC=CC=2)=S)C=CC=1OC1N=CN=C(NC(N2CCCC2)=O)C=1.C(OCC)(=O)C. The reactants are [CH2:1]([N:3]([CH2:27][CH3:28])[CH2:4][CH2:5][CH2:6][N:7]([CH3:26])[C:8]([NH:10][C:11]1[CH:16]=[C:15]([O:17][C:18]2[CH:23]=[CH:22][C:21]([NH2:24])=[CH:20][C:19]=2[F:25])[CH:14]=[CH:13][N:12]=1)=[O:9])[CH3:2].[C:29]1([CH2:35][C:36]([N:38]=[C:39]=[O:40])=[O:37])[CH:34]=[CH:33][CH:32]=[CH:31][CH:30]=1.C(OCC)C.CCCCCC. The product is [CH2:27]([N:3]([CH2:1][CH3:2])[CH2:4][CH2:5][CH2:6][N:7]([CH3:26])[C:8]([NH:10][C:11]1[CH:16]=[C:15]([O:17][C:18]2[CH:23]=[CH:22][C:21]([NH:24][C:39]([NH:38][C:36](=[O:37])[CH2:35][C:29]3[CH:30]=[CH:31][CH:32]=[CH:33][CH:34]=3)=[O:40])=[CH:20][C:19]=2[F:25])[CH:14]=[CH:13][N:12]=1)=[O:9])[CH3:28]. The yield is 0.0590.